From a dataset of Catalyst prediction with 721,799 reactions and 888 catalyst types from USPTO. Predict which catalyst facilitates the given reaction. (1) Reactant: B(Br)(Br)Br.[Cl:5][C:6]1[C:7]([C:16]([F:19])([F:18])[F:17])=[CH:8][C:9]([O:14]C)=[C:10]([CH:13]=1)[CH:11]=[O:12]. Product: [Cl:5][C:6]1[C:7]([C:16]([F:17])([F:18])[F:19])=[CH:8][C:9]([OH:14])=[C:10]([CH:13]=1)[CH:11]=[O:12]. The catalyst class is: 2. (2) Reactant: [CH2:1]([O:8][C:9]1[CH:14]=[C:13]([O:15][CH2:16][CH:17]=[CH:18][CH2:19]Br)[CH:12]=[CH:11][C:10]=1[CH:21]1[N:24]([C:25]2[CH:30]=[CH:29][C:28]([F:31])=[CH:27][CH:26]=2)[C:23](=[O:32])[CH:22]1[CH2:33][CH2:34][CH:35]([O:43][Si:44]([C:47]([CH3:50])([CH3:49])[CH3:48])([CH3:46])[CH3:45])[C:36]1[CH:41]=[CH:40][C:39]([F:42])=[CH:38][CH:37]=1)[C:2]1[CH:7]=[CH:6][CH:5]=[CH:4][CH:3]=1.[NH:51]1[CH:55]=[CH:54][N:53]=[CH:52]1. Product: [CH2:1]([O:8][C:9]1[CH:14]=[C:13]([O:15][CH2:16][CH:17]=[CH:18][CH2:19][N:51]2[CH:55]=[CH:54][N:53]=[CH:52]2)[CH:12]=[CH:11][C:10]=1[CH:21]1[N:24]([C:25]2[CH:30]=[CH:29][C:28]([F:31])=[CH:27][CH:26]=2)[C:23](=[O:32])[CH:22]1[CH2:33][CH2:34][CH:35]([O:43][Si:44]([C:47]([CH3:50])([CH3:49])[CH3:48])([CH3:46])[CH3:45])[C:36]1[CH:41]=[CH:40][C:39]([F:42])=[CH:38][CH:37]=1)[C:2]1[CH:7]=[CH:6][CH:5]=[CH:4][CH:3]=1. The catalyst class is: 11. (3) Reactant: C([O:3][C:4]([CH:6]1[CH2:11][CH2:10][CH2:9][N:8]([CH:12]2[CH2:17][CH2:16][N:15]([CH2:18][C:19]3[C:20]([C:40]4[CH:45]=[CH:44][CH:43]=[CH:42][CH:41]=4)=[N:21][C:22]4[C:27]([C:28]=3[C:29](=[O:39])[NH:30][C@H:31]([CH:33]3[CH2:38][CH2:37][CH2:36][CH2:35][CH2:34]3)[CH3:32])=[CH:26][CH:25]=[CH:24][CH:23]=4)[CH2:14][CH2:13]2)[CH2:7]1)=[O:5])C.C(O)C.[OH-].[Li+].OS([O-])(=O)=O.[K+]. Product: [CH:33]1([C@@H:31]([NH:30][C:29]([C:28]2[C:27]3[C:22](=[CH:23][CH:24]=[CH:25][CH:26]=3)[N:21]=[C:20]([C:40]3[CH:41]=[CH:42][CH:43]=[CH:44][CH:45]=3)[C:19]=2[CH2:18][N:15]2[CH2:14][CH2:13][CH:12]([N:8]3[CH2:9][CH2:10][CH2:11][CH:6]([C:4]([OH:5])=[O:3])[CH2:7]3)[CH2:17][CH2:16]2)=[O:39])[CH3:32])[CH2:38][CH2:37][CH2:36][CH2:35][CH2:34]1. The catalyst class is: 6. (4) Reactant: C(OC(=O)[NH:7][CH:8]1[CH2:20][C:19]2[C:18]3[C:13](=[CH:14][CH:15]=[C:16]([Br:21])[CH:17]=3)[N:12]([CH2:22][C:23]3[CH:28]=[CH:27][CH:26]=[C:25]([F:29])[CH:24]=3)[C:11]=2[CH2:10][CH2:9]1)(C)(C)C. Product: [Br:21][C:16]1[CH:17]=[C:18]2[C:13](=[CH:14][CH:15]=1)[N:12]([CH2:22][C:23]1[CH:28]=[CH:27][CH:26]=[C:25]([F:29])[CH:24]=1)[C:11]1[CH2:10][CH2:9][CH:8]([NH2:7])[CH2:20][C:19]2=1. The catalyst class is: 89. (5) Reactant: [Br:1][C:2]1[CH:3]=[C:4]([CH2:17]O)[CH:5]=[C:6]([CH2:8][O:9][Si:10]([C:13]([CH3:16])([CH3:15])[CH3:14])([CH3:12])[CH3:11])[CH:7]=1.C1C=CC(P(C2C=CC=CC=2)C2C=CC=CC=2)=CC=1.C(Br)(Br)(Br)[Br:39]. The catalyst class is: 2. Product: [Br:1][C:2]1[CH:7]=[C:6]([CH:5]=[C:4]([CH2:17][Br:39])[CH:3]=1)[CH2:8][O:9][Si:10]([C:13]([CH3:16])([CH3:15])[CH3:14])([CH3:12])[CH3:11].